Predict the product of the given reaction. From a dataset of Forward reaction prediction with 1.9M reactions from USPTO patents (1976-2016). (1) Given the reactants Cl[C:2]1[N:7]=[CH:6][C:5]2[O:8][C:9]3[C:14]([C@@:15]4([CH2:21][CH2:20][O:19][CH2:18][C:17]([NH2:22])=[N:16]4)[C:4]=2[CH:3]=1)=[CH:13][C:12]([C:23]1[C:24]([F:29])=[N:25][CH:26]=[CH:27][CH:28]=1)=[CH:11][CH:10]=3.Cl.[F:31][C:32]1([F:37])[CH2:36][CH2:35][NH:34][CH2:33]1.C[Si]([N-][Si](C)(C)C)(C)C.[Li+], predict the reaction product. The product is: [F:31][C:32]1([F:37])[CH2:36][CH2:35][N:34]([C:2]2[N:7]=[CH:6][C:5]3[O:8][C:9]4[C:14]([C@@:15]5([CH2:21][CH2:20][O:19][CH2:18][C:17]([NH2:22])=[N:16]5)[C:4]=3[CH:3]=2)=[CH:13][C:12]([C:23]2[C:24]([F:29])=[N:25][CH:26]=[CH:27][CH:28]=2)=[CH:11][CH:10]=4)[CH2:33]1. (2) Given the reactants [N+:1]([C:4]1[CH:11]=[C:8]([C:9]#[N:10])[C:7]([NH2:12])=[CH:6][CH:5]=1)([O-])=O, predict the reaction product. The product is: [NH2:12][C:7]1[CH:6]=[CH:5][C:4]([NH2:1])=[CH:11][C:8]=1[C:9]#[N:10]. (3) Given the reactants [CH2:1]([C@@H:8]1[CH2:12][O:11][C:10](=[O:13])[NH:9]1)[C:2]1[CH:7]=[CH:6][CH:5]=[CH:4][CH:3]=1.C(N(CC)CC)C.[C:21](Cl)(=[O:30])[CH2:22][CH2:23][C:24]1[CH:29]=[CH:28][CH:27]=[CH:26][CH:25]=1, predict the reaction product. The product is: [CH2:1]([C@@H:8]1[CH2:12][O:11][C:10](=[O:13])[N:9]1[C:21](=[O:30])[CH2:22][CH2:23][C:24]1[CH:29]=[CH:28][CH:27]=[CH:26][CH:25]=1)[C:2]1[CH:3]=[CH:4][CH:5]=[CH:6][CH:7]=1. (4) Given the reactants [NH2:1][C:2]1[CH:3]=[C:4]([OH:12])[C:5](=[CH:10][CH:11]=1)[C:6]([O:8][CH3:9])=[O:7].[Cl:13][C:14]1[CH:19]=[CH:18][C:17]([Cl:20])=[CH:16][C:15]=1[S:21](Cl)(=[O:23])=[O:22], predict the reaction product. The product is: [Cl:13][C:14]1[CH:19]=[CH:18][C:17]([Cl:20])=[CH:16][C:15]=1[S:21]([NH:1][C:2]1[CH:11]=[CH:10][C:5]([C:6]([O:8][CH3:9])=[O:7])=[C:4]([OH:12])[CH:3]=1)(=[O:23])=[O:22]. (5) The product is: [CH3:25][S:26]([C:2]1[CH:7]=[CH:6][C:5]2[C:8]3([CH2:23][O:24][C:4]=2[CH:3]=1)[C:16]1[C:11](=[CH:12][CH:13]=[CH:14][CH:15]=1)[N:10]([CH2:17][CH2:18][CH2:19][CH2:20][CH3:21])[C:9]3=[O:22])(=[O:28])=[O:27]. Given the reactants Br[C:2]1[CH:7]=[CH:6][C:5]2[C:8]3([CH2:23][O:24][C:4]=2[CH:3]=1)[C:16]1[C:11](=[CH:12][CH:13]=[CH:14][CH:15]=1)[N:10]([CH2:17][CH2:18][CH2:19][CH2:20][CH3:21])[C:9]3=[O:22].[CH3:25][S:26]([O-:28])=[O:27].[Na+].N1CCC[C@H]1C(O)=O, predict the reaction product. (6) Given the reactants [CH:1]([N:4]1[C:8]([C:9]2[S:10][C:11]3[CH2:12][CH2:13][O:14][C:15]4[CH:22]=[C:21]([CH:23]5[CH2:26][N:25]([C:27](=[O:35])[C:28]([NH:31]C(=O)O)([CH3:30])[CH3:29])[CH2:24]5)[CH:20]=[CH:19][C:16]=4[C:17]=3[N:18]=2)=[N:7][CH:6]=[N:5]1)([CH3:3])[CH3:2].C(O)(C(F)(F)F)=O, predict the reaction product. The product is: [NH2:31][C:28]([CH3:30])([CH3:29])[C:27]([N:25]1[CH2:24][CH:23]([C:21]2[CH:20]=[CH:19][C:16]3[C:17]4[N:18]=[C:9]([C:8]5[N:4]([CH:1]([CH3:3])[CH3:2])[N:5]=[CH:6][N:7]=5)[S:10][C:11]=4[CH2:12][CH2:13][O:14][C:15]=3[CH:22]=2)[CH2:26]1)=[O:35]. (7) The product is: [ClH:26].[F:25][C:22]1[CH:23]=[CH:24][C:19]([CH:4]2[S:3][C:2]3=[N:1][CH:27]=[CH:28][N:7]3[CH:6]=[C:5]2[C:8]2[CH:9]=[CH:10][C:11]3[O:16][CH2:15][C:14](=[O:17])[NH:13][C:12]=3[CH:18]=2)=[CH:20][CH:21]=1. Given the reactants [NH2:1][C:2]1[S:3][CH:4]([C:19]2[CH:24]=[CH:23][C:22]([F:25])=[CH:21][CH:20]=2)[C:5]([C:8]2[CH:9]=[CH:10][C:11]3[O:16][CH2:15][C:14](=[O:17])[NH:13][C:12]=3[CH:18]=2)=[CH:6][N:7]=1.[Cl:26][CH2:27][CH:28]=O, predict the reaction product. (8) Given the reactants S=[C:2]1[CH2:8][CH2:7][C:6](=[O:9])[C:5]2[CH:10]=[C:11]([O:14][C:15]([F:18])([F:17])[F:16])[CH:12]=[CH:13][C:4]=2[NH:3]1.[C:19]([NH:22][NH2:23])(=O)[CH3:20], predict the reaction product. The product is: [CH3:20][C:19]1[N:3]2[C:4]3[CH:13]=[CH:12][C:11]([O:14][C:15]([F:18])([F:17])[F:16])=[CH:10][C:5]=3[C:6](=[O:9])[CH2:7][CH2:8][C:2]2=[N:23][N:22]=1. (9) Given the reactants [Br:1][C:2]1[CH:9]=[CH:8][C:5]([CH2:6]Br)=[CH:4][C:3]=1[F:10].[C-:11]#[N:12].[Na+], predict the reaction product. The product is: [Br:1][C:2]1[CH:9]=[CH:8][C:5]([CH2:6][C:11]#[N:12])=[CH:4][C:3]=1[F:10]. (10) Given the reactants CCN(C(C)C)C(C)C.[C:10]1([N:16]2[CH:20]=[C:19]([C:21]([OH:23])=O)[N:18]=[CH:17]2)[CH:15]=[CH:14][CH:13]=[CH:12][CH:11]=1.C1C=CC2N(O)N=NC=2C=1.CCN=C=NCCCN(C)C.Cl.[NH2:46][CH2:47][C:48]([N:50]1[CH2:55][CH2:54][CH:53]([O:56][C:57]2[CH:62]=[C:61]([F:63])[CH:60]=[CH:59][C:58]=2[Cl:64])[CH2:52][CH2:51]1)=[O:49], predict the reaction product. The product is: [Cl:64][C:58]1[CH:59]=[CH:60][C:61]([F:63])=[CH:62][C:57]=1[O:56][CH:53]1[CH2:54][CH2:55][N:50]([C:48](=[O:49])[CH2:47][NH:46][C:21]([C:19]2[N:18]=[CH:17][N:16]([C:10]3[CH:11]=[CH:12][CH:13]=[CH:14][CH:15]=3)[CH:20]=2)=[O:23])[CH2:51][CH2:52]1.